This data is from Peptide-MHC class I binding affinity with 185,985 pairs from IEDB/IMGT. The task is: Regression. Given a peptide amino acid sequence and an MHC pseudo amino acid sequence, predict their binding affinity value. This is MHC class I binding data. (1) The peptide sequence is MEVEIWTRE. The MHC is HLA-B44:03 with pseudo-sequence HLA-B44:03. The binding affinity (normalized) is 0.354. (2) The peptide sequence is LTFGWCFKL. The MHC is HLA-B08:01 with pseudo-sequence HLA-B08:01. The binding affinity (normalized) is 0.354. (3) The peptide sequence is LKRRLRTLIL. The MHC is HLA-B08:01 with pseudo-sequence HLA-B08:01. The binding affinity (normalized) is 0.556. (4) The peptide sequence is SPLSSIFSR. The MHC is Patr-A0401 with pseudo-sequence Patr-A0401. The binding affinity (normalized) is 0.408. (5) The peptide sequence is ITSKEVFTY. The MHC is HLA-A01:01 with pseudo-sequence HLA-A01:01. The binding affinity (normalized) is 0.674. (6) The peptide sequence is GYRWMCLRRF. The MHC is Patr-A0301 with pseudo-sequence Patr-A0301. The binding affinity (normalized) is 0.355. (7) The peptide sequence is RFFLPIFSEF. The MHC is HLA-A29:02 with pseudo-sequence HLA-A29:02. The binding affinity (normalized) is 0.997. (8) The peptide sequence is KAFLCKQYLNL. The MHC is Patr-B0101 with pseudo-sequence Patr-B0101. The binding affinity (normalized) is 0.345.